From a dataset of Full USPTO retrosynthesis dataset with 1.9M reactions from patents (1976-2016). Predict the reactants needed to synthesize the given product. The reactants are: Br[C:2]1[CH:14]=[CH:13][C:5]2[NH:6][C:7](=[O:12])[CH:8]([CH2:10][CH3:11])[S:9][C:4]=2[CH:3]=1.[N+:15]([C:18]1[CH:19]=[C:20](B(O)O)[CH:21]=[CH:22][CH:23]=1)([O-:17])=[O:16].C(=O)([O-])[O-].[K+].[K+]. Given the product [CH2:10]([CH:8]1[C:7](=[O:12])[NH:6][C:5]2[CH:13]=[CH:14][C:2]([C:22]3[CH:21]=[CH:20][CH:19]=[C:18]([N+:15]([O-:17])=[O:16])[CH:23]=3)=[CH:3][C:4]=2[S:9]1)[CH3:11], predict the reactants needed to synthesize it.